Dataset: Forward reaction prediction with 1.9M reactions from USPTO patents (1976-2016). Task: Predict the product of the given reaction. (1) The product is: [Br:24][C:25]1[CH:30]=[CH:29][C:28]([N:31]2[CH2:36][CH2:35][CH2:34][C@H:33]([NH:37][C:15](=[O:17])[CH2:14][C:13]([O:19][CH2:20][CH3:21])=[O:18])[CH2:32]2)=[C:27]([F:38])[CH:26]=1. Given the reactants Cl.CN(C)CCCN=C=NCC.[C:13]([O:19][CH2:20][CH3:21])(=[O:18])[CH2:14][C:15]([O-:17])=O.Cl.Cl.[Br:24][C:25]1[CH:30]=[CH:29][C:28]([N:31]2[CH2:36][CH2:35][CH2:34][C@H:33]([NH2:37])[CH2:32]2)=[C:27]([F:38])[CH:26]=1.ON1C2C=CC=CC=2N=N1.C(N(CC)CC)C, predict the reaction product. (2) Given the reactants [NH:1]1[CH:5]=[C:4]([C:6]2[N:11]=[CH:10][C:9]3[CH:12]=[N:13][N:14]([C:15]4[N:20]=[C:19]([N:21]5[CH2:27][CH2:26][CH2:25][N:24](C(OC(C)(C)C)=O)[CH2:23][CH2:22]5)[CH:18]=[CH:17][CH:16]=4)[C:8]=3[CH:7]=2)[CH:3]=[N:2]1.FC(F)(F)S(O[CH2:41][C:42]([F:45])([F:44])[F:43])(=O)=O, predict the reaction product. The product is: [N:21]1([C:19]2[N:20]=[C:15]([N:14]3[C:8]4[CH:7]=[C:6]([C:4]5[CH:5]=[N:1][N:2]([CH2:41][C:42]([F:45])([F:44])[F:43])[CH:3]=5)[N:11]=[CH:10][C:9]=4[CH:12]=[N:13]3)[CH:16]=[CH:17][CH:18]=2)[CH2:27][CH2:26][CH2:25][NH:24][CH2:23][CH2:22]1. (3) Given the reactants [Cl:1][C:2]1[CH:3]=[CH:4][C:5]2[S:9][C:8]([N:10]3[C:14](=[O:15])[C:13](=[CH:16][N:17](C)C)[C:12]([C:20]4[CH:25]=[CH:24][CH:23]=[CH:22][CH:21]=4)=[N:11]3)=[N:7][C:6]=2[CH:26]=1, predict the reaction product. The product is: [NH2:17][CH:16]=[C:13]1[C:12]([C:20]2[CH:25]=[CH:24][CH:23]=[CH:22][CH:21]=2)=[N:11][N:10]([C:8]2[S:9][C:5]3[CH:4]=[CH:3][C:2]([Cl:1])=[CH:26][C:6]=3[N:7]=2)[C:14]1=[O:15]. (4) Given the reactants Cl[C:2]1[C:7]2[N:8]=[C:9]([NH:12][C:13]3[CH:18]=[CH:17][C:16]([C:19]4[CH:20]=[N:21][N:22]([CH3:24])[CH:23]=4)=[CH:15][C:14]=3[O:25][CH3:26])[N:10]=[CH:11][C:6]=2[CH:5]=[CH:4][N:3]=1.[C:27]([S:31]([NH2:34])(=[O:33])=[O:32])([CH3:30])([CH3:29])[CH3:28].C(=O)([O-])[O-].[Cs+].[Cs+].CN(C1C(C2C(P(C3CCCCC3)C3CCCCC3)=CC=CC=2)=CC=CC=1)C, predict the reaction product. The product is: [CH3:26][O:25][C:14]1[CH:15]=[C:16]([C:19]2[CH:20]=[N:21][N:22]([CH3:24])[CH:23]=2)[CH:17]=[CH:18][C:13]=1[NH:12][C:9]1[N:10]=[CH:11][C:6]2[CH:5]=[CH:4][N:3]=[C:2]([NH:34][S:31]([C:27]([CH3:30])([CH3:29])[CH3:28])(=[O:33])=[O:32])[C:7]=2[N:8]=1. (5) The product is: [C:1]([N:4]1[CH2:10][C@H:9]([C:11]2[CH:16]=[CH:15][CH:14]=[C:13]([F:17])[C:12]=2[F:18])[CH2:8][CH2:7][C@@H:6]([NH:19][C:20](=[O:26])[O:21][C:22]([CH3:23])([CH3:24])[CH3:25])[CH:5]1[CH2:27][NH2:28])(=[O:3])[CH3:2]. Given the reactants [C:1]([N:4]1[CH2:10][C@H:9]([C:11]2[CH:16]=[CH:15][CH:14]=[C:13]([F:17])[C:12]=2[F:18])[CH2:8][CH2:7][C@@H:6]([NH:19][C:20](=[O:26])[O:21][C:22]([CH3:25])([CH3:24])[CH3:23])[CH:5]1[C:27]#[N:28])(=[O:3])[CH3:2], predict the reaction product.